Dataset: CYP2C19 inhibition data for predicting drug metabolism from PubChem BioAssay. Task: Regression/Classification. Given a drug SMILES string, predict its absorption, distribution, metabolism, or excretion properties. Task type varies by dataset: regression for continuous measurements (e.g., permeability, clearance, half-life) or binary classification for categorical outcomes (e.g., BBB penetration, CYP inhibition). Dataset: cyp2c19_veith. (1) The drug is Cc1cccc(CNc2ccnc(-c3ccccc3Cl)n2)c1. The result is 1 (inhibitor). (2) The molecule is Cc1nc2cnc(N3CCOCC3)nc2n(C)c1=O. The result is 0 (non-inhibitor). (3) The molecule is CS(=O)(=O)N1CCC[C@@]2(CCN(c3ccccn3)C2)C1. The result is 0 (non-inhibitor). (4) The molecule is COc1ccc(-n2nc3cc(C)c(NC(=S)NC(=O)c4ccccc4C)cc3n2)cc1. The result is 0 (non-inhibitor). (5) The molecule is CS(=O)(=O)c1nc(-c2ccccc2)cc(-c2ccccc2)c1C#N. The result is 1 (inhibitor). (6) The drug is C=CCc1ccccc1OC[C@H](O)CN[C@]1(C)CCC[C@@H](C(C)(C)NC(=O)CBr)C1. The result is 0 (non-inhibitor).